This data is from Full USPTO retrosynthesis dataset with 1.9M reactions from patents (1976-2016). The task is: Predict the reactants needed to synthesize the given product. Given the product [C:8]([O:11][CH2:12][CH2:13][CH2:14][CH2:15][CH2:16][CH2:17][CH2:18][CH2:19][CH2:20][CH2:21][CH2:22][CH2:23][C:24]1[C:29]([CH3:31])([CH3:30])[CH2:28][CH2:27][C:26](=[O:6])[C:25]=1[CH3:32])(=[O:10])[CH3:9], predict the reactants needed to synthesize it. The reactants are: O.C([O:6]O)(C)(C)C.[C:8]([O:11][CH2:12][CH2:13][CH2:14][CH2:15][CH2:16][CH2:17][CH2:18][CH2:19][CH2:20][CH2:21][CH2:22][CH2:23][C:24]1[C:29]([CH3:31])([CH3:30])[CH2:28][CH2:27][CH2:26][C:25]=1[CH3:32])(=[O:10])[CH3:9].